This data is from Forward reaction prediction with 1.9M reactions from USPTO patents (1976-2016). The task is: Predict the product of the given reaction. (1) Given the reactants I[CH2:2][CH3:3].[H-].[Na+].[NH2:6][C:7]1[C:15]2[C:10](=[CH:11][CH:12]=[CH:13][C:14]=2[F:16])[C:9]([C:24]2[CH:25]=[C:26]([CH:31]([F:33])[F:32])[C:27](=[O:30])[NH:28][CH:29]=2)([C:17]2[CH:22]=[CH:21][CH:20]=[C:19]([Br:23])[CH:18]=2)[N:8]=1.C(=O)([O-])[O-].[K+].[K+], predict the reaction product. The product is: [NH2:6][C:7]1[C:15]2[C:10](=[CH:11][CH:12]=[CH:13][C:14]=2[F:16])[C:9]([C:24]2[CH:25]=[C:26]([CH:31]([F:32])[F:33])[C:27](=[O:30])[N:28]([CH2:2][CH3:3])[CH:29]=2)([C:17]2[CH:22]=[CH:21][CH:20]=[C:19]([Br:23])[CH:18]=2)[N:8]=1. (2) Given the reactants Cl.[NH2:2][C:3]1[CH:32]=[CH:31][C:6]2[NH:7][C:8]([C:13]3[C:14](=[O:30])[C@:15]([CH3:29])([CH2:24][CH2:25][CH:26]([CH3:28])[CH3:27])[C:16]4[C:21]([C:22]=3[OH:23])=[CH:20][CH:19]=[CH:18][CH:17]=4)=[N:9][S:10](=[O:12])(=[O:11])[C:5]=2[CH:4]=1.N1C=CC=CC=1.[C:39]1([S:49](Cl)(=[O:51])=[O:50])[C:48]2[C:43](=[CH:44][CH:45]=[CH:46][CH:47]=2)[CH:42]=[CH:41][CH:40]=1, predict the reaction product. The product is: [OH:23][C:22]1[C:21]2[C:16](=[CH:17][CH:18]=[CH:19][CH:20]=2)[C@@:15]([CH3:29])([CH2:24][CH2:25][CH:26]([CH3:28])[CH3:27])[C:14](=[O:30])[C:13]=1[C:8]1[NH:7][C:6]2[CH:31]=[CH:32][C:3]([NH:2][S:49]([C:39]3[C:48]4[C:43](=[CH:44][CH:45]=[CH:46][CH:47]=4)[CH:42]=[CH:41][CH:40]=3)(=[O:51])=[O:50])=[CH:4][C:5]=2[S:10](=[O:12])(=[O:11])[N:9]=1. (3) Given the reactants [F:1][C:2]1[CH:10]=[C:9]2[C:5]([CH2:6][C:7](=[O:11])[NH:8]2)=[CH:4][C:3]=1[C:12](OC)=[O:13].CCO.[Li+].[BH4-], predict the reaction product. The product is: [F:1][C:2]1[CH:10]=[C:9]2[C:5]([CH2:6][C:7](=[O:11])[NH:8]2)=[CH:4][C:3]=1[CH2:12][OH:13]. (4) Given the reactants [CH2:1]([C:5]1[N:6]=[C:7]([CH3:27])[NH:8][C:9](=[O:26])[C:10]=1[CH2:11][C:12]1[CH:17]=[CH:16][C:15]([C:18]2[C:19]([C:24]#[N:25])=[CH:20][CH:21]=[CH:22][CH:23]=2)=[CH:14][CH:13]=1)[CH2:2][CH2:3][CH3:4].[CH3:28][C:29]1[CH:30]=[C:31](B(O)O)[CH:32]=[CH:33][CH:34]=1.C(N(CC)CC)C.N1C=CC=CC=1, predict the reaction product. The product is: [CH2:1]([C:5]1[N:6]=[C:7]([CH3:27])[N:8]([C:33]2[CH:32]=[CH:31][CH:30]=[C:29]([CH3:28])[CH:34]=2)[C:9](=[O:26])[C:10]=1[CH2:11][C:12]1[CH:17]=[CH:16][C:15]([C:18]2[C:19]([C:24]#[N:25])=[CH:20][CH:21]=[CH:22][CH:23]=2)=[CH:14][CH:13]=1)[CH2:2][CH2:3][CH3:4].